This data is from Reaction yield outcomes from USPTO patents with 853,638 reactions. The task is: Predict the reaction yield, written as a fraction of the theoretical maximum amount of product (1.0 means a 100% yield; for example, 0.34 means a 34% yield). The reactants are [CH3:1][C:2]1[N:7]=[C:6]([C:8]2[CH:13]=[CH:12][CH:11]=[C:10]([C:14]3[CH:15]=[C:16]([S:20](Cl)(=[O:22])=[O:21])[CH:17]=[CH:18][CH:19]=3)[N:9]=2)[CH:5]=[C:4]([C:24]2[CH:29]=[CH:28][C:27]([C:30]([F:33])([F:32])[F:31])=[CH:26][CH:25]=2)[CH:3]=1.Cl.[OH:35][CH:36]1[CH2:39][NH:38][CH2:37]1.C(N(CC)CC)C. The catalyst is C1COCC1.CCOC(C)=O. The product is [CH3:1][C:2]1[N:7]=[C:6]([C:8]2[CH:13]=[CH:12][CH:11]=[C:10]([C:14]3[CH:15]=[C:16]([S:20]([N:38]4[CH2:39][CH:36]([OH:35])[CH2:37]4)(=[O:22])=[O:21])[CH:17]=[CH:18][CH:19]=3)[N:9]=2)[CH:5]=[C:4]([C:24]2[CH:29]=[CH:28][C:27]([C:30]([F:33])([F:32])[F:31])=[CH:26][CH:25]=2)[CH:3]=1. The yield is 0.550.